Dataset: Catalyst prediction with 721,799 reactions and 888 catalyst types from USPTO. Task: Predict which catalyst facilitates the given reaction. (1) Reactant: [Cl:1][C:2]1[CH:7]=[C:6](I)[C:5]([Cl:9])=[CH:4][N:3]=1.[NH2:10][C:11]1[C:16]2[C:17](=[O:23])[N:18]([CH3:22])[CH2:19][CH2:20][O:21][C:15]=2[CH:14]=[CH:13][CH:12]=1.CC1(C)C2C=CC=C(P(C3C=CC=CC=3)C3C=CC=CC=3)C=2OC2C1=CC=CC=2P(C1C=CC=CC=1)C1C=CC=CC=1.C(=O)([O-])[O-].[Cs+].[Cs+]. Product: [Cl:1][C:2]1[CH:7]=[C:6]([NH:10][C:11]2[C:16]3[C:17](=[O:23])[N:18]([CH3:22])[CH2:19][CH2:20][O:21][C:15]=3[CH:14]=[CH:13][CH:12]=2)[C:5]([Cl:9])=[CH:4][N:3]=1. The catalyst class is: 160. (2) Reactant: [C:1](=[O:9])([O:5][CH:6]([CH3:8])[CH3:7])[O:2][CH2:3]Cl.[Na+].[I-].[Cl:12][C:13]1[CH:14]=[CH:15][C:16]([F:48])=[C:17]([C:19]2[CH:24]=[CH:23][C:22]([CH2:25][N:26]([CH2:42][C@@H:43]([OH:47])[C:44]([OH:46])=[O:45])[NH:27][C:28]([C:30]3[O:34][N:33]=[C:32]([C:35]4[CH:40]=[CH:39][CH:38]=[CH:37][C:36]=4[F:41])[CH:31]=3)=[O:29])=[CH:21][CH:20]=2)[CH:18]=1.CCN(CC)CC. Product: [CH:6]([O:5][C:1]([O:2][CH2:3][O:46][C:44](=[O:45])[C@H:43]([OH:47])[CH2:42][N:26]([CH2:25][C:22]1[CH:23]=[CH:24][C:19]([C:17]2[CH:18]=[C:13]([Cl:12])[CH:14]=[CH:15][C:16]=2[F:48])=[CH:20][CH:21]=1)[NH:27][C:28]([C:30]1[O:34][N:33]=[C:32]([C:35]2[CH:40]=[CH:39][CH:38]=[CH:37][C:36]=2[F:41])[CH:31]=1)=[O:29])=[O:9])([CH3:8])[CH3:7]. The catalyst class is: 21.